This data is from NCI-60 drug combinations with 297,098 pairs across 59 cell lines. The task is: Regression. Given two drug SMILES strings and cell line genomic features, predict the synergy score measuring deviation from expected non-interaction effect. (1) Drug 1: COC1=C(C=C2C(=C1)N=CN=C2NC3=CC(=C(C=C3)F)Cl)OCCCN4CCOCC4. Drug 2: C1C(C(OC1N2C=NC(=NC2=O)N)CO)O. Cell line: TK-10. Synergy scores: CSS=27.2, Synergy_ZIP=-1.81, Synergy_Bliss=-2.65, Synergy_Loewe=-6.19, Synergy_HSA=-1.09. (2) Drug 1: CC1=C(C(=CC=C1)Cl)NC(=O)C2=CN=C(S2)NC3=CC(=NC(=N3)C)N4CCN(CC4)CCO. Drug 2: C1CC(=O)NC(=O)C1N2C(=O)C3=CC=CC=C3C2=O. Cell line: M14. Synergy scores: CSS=-8.70, Synergy_ZIP=6.40, Synergy_Bliss=6.18, Synergy_Loewe=-5.23, Synergy_HSA=-4.40. (3) Synergy scores: CSS=12.4, Synergy_ZIP=2.39, Synergy_Bliss=13.4, Synergy_Loewe=-2.77, Synergy_HSA=-0.641. Drug 2: N.N.Cl[Pt+2]Cl. Cell line: HCC-2998. Drug 1: CCC1(CC2CC(C3=C(CCN(C2)C1)C4=CC=CC=C4N3)(C5=C(C=C6C(=C5)C78CCN9C7C(C=CC9)(C(C(C8N6C)(C(=O)OC)O)OC(=O)C)CC)OC)C(=O)OC)O.OS(=O)(=O)O. (4) Drug 1: C1=CC(=CC=C1CCCC(=O)O)N(CCCl)CCCl. Drug 2: C(CC(=O)O)C(=O)CN.Cl. Cell line: 786-0. Synergy scores: CSS=38.6, Synergy_ZIP=-13.1, Synergy_Bliss=-14.1, Synergy_Loewe=-19.0, Synergy_HSA=-10.6. (5) Drug 1: CC1=CC2C(CCC3(C2CCC3(C(=O)C)OC(=O)C)C)C4(C1=CC(=O)CC4)C. Drug 2: CC1=C(C=C(C=C1)NC(=O)C2=CC=C(C=C2)CN3CCN(CC3)C)NC4=NC=CC(=N4)C5=CN=CC=C5. Cell line: COLO 205. Synergy scores: CSS=1.63, Synergy_ZIP=1.69, Synergy_Bliss=3.61, Synergy_Loewe=2.61, Synergy_HSA=0.468. (6) Drug 1: CC12CCC(CC1=CCC3C2CCC4(C3CC=C4C5=CN=CC=C5)C)O. Drug 2: CC1CCC2CC(C(=CC=CC=CC(CC(C(=O)C(C(C(=CC(C(=O)CC(OC(=O)C3CCCCN3C(=O)C(=O)C1(O2)O)C(C)CC4CCC(C(C4)OC)OCCO)C)C)O)OC)C)C)C)OC. Cell line: BT-549. Synergy scores: CSS=21.6, Synergy_ZIP=1.41, Synergy_Bliss=2.08, Synergy_Loewe=-13.7, Synergy_HSA=2.04. (7) Drug 1: C1CN1C2=NC(=NC(=N2)N3CC3)N4CC4. Drug 2: C1=CC(=CC=C1CCCC(=O)O)N(CCCl)CCCl. Cell line: COLO 205. Synergy scores: CSS=51.3, Synergy_ZIP=3.06, Synergy_Bliss=1.80, Synergy_Loewe=-9.96, Synergy_HSA=1.77. (8) Drug 1: CNC(=O)C1=CC=CC=C1SC2=CC3=C(C=C2)C(=NN3)C=CC4=CC=CC=N4. Drug 2: CCC1(C2=C(COC1=O)C(=O)N3CC4=CC5=C(C=CC(=C5CN(C)C)O)N=C4C3=C2)O.Cl. Cell line: DU-145. Synergy scores: CSS=45.0, Synergy_ZIP=1.28, Synergy_Bliss=0.126, Synergy_Loewe=-30.2, Synergy_HSA=-1.69.